This data is from Forward reaction prediction with 1.9M reactions from USPTO patents (1976-2016). The task is: Predict the product of the given reaction. Given the reactants C([O:3][C:4](=[O:34])[C:5]([NH:9][C:10]([C:12]1[CH:21]=[C:20]([Cl:22])[C:19]2[C:14](=[CH:15][CH:16]=[CH:17][CH:18]=2)[C:13]=1[O:23][CH2:24][CH:25]1[CH2:30][CH2:29][N:28]([C:31](=[O:33])[CH3:32])[CH2:27][CH2:26]1)=[O:11])([CH3:8])[CH2:6][CH3:7])C.[OH-].[Na+], predict the reaction product. The product is: [C:31]([N:28]1[CH2:27][CH2:26][CH:25]([CH2:24][O:23][C:13]2[C:14]3[C:19](=[CH:18][CH:17]=[CH:16][CH:15]=3)[C:20]([Cl:22])=[CH:21][C:12]=2[C:10]([NH:9][C:5]([CH3:8])([CH2:6][CH3:7])[C:4]([OH:34])=[O:3])=[O:11])[CH2:30][CH2:29]1)(=[O:33])[CH3:32].